This data is from Forward reaction prediction with 1.9M reactions from USPTO patents (1976-2016). The task is: Predict the product of the given reaction. (1) The product is: [F:16][C:13]1[CH:12]=[CH:11][C:10]([N:8]2[CH2:9][C:5]([CH3:18])([C:3]([OH:4])=[O:2])[NH:6][C:7]2=[O:17])=[CH:15][CH:14]=1. Given the reactants C[O:2][C:3]([C:5]1([CH3:18])[CH2:9][N:8]([C:10]2[CH:15]=[CH:14][C:13]([F:16])=[CH:12][CH:11]=2)[C:7](=[O:17])[NH:6]1)=[O:4].[OH-].[Na+].Cl, predict the reaction product. (2) Given the reactants [N+:1]([C:4]1[CH:5]=[N:6][CH:7]=[CH:8][C:9]=1[C:10]1[CH2:15][CH2:14][CH2:13][CH:12](O)[CH:11]=1)([O-:3])=[O:2].[C:17]1(=[O:27])[NH:21][C:20](=[O:22])[C:19]2=[CH:23][CH:24]=[CH:25][CH:26]=[C:18]12.C1(P(C2C=CC=CC=2)C2C=CC=CC=2)C=CC=CC=1.N(C(OC(C)(C)C)=O)=NC(OC(C)(C)C)=O, predict the reaction product. The product is: [N+:1]([C:4]1[CH:5]=[N:6][CH:7]=[CH:8][C:9]=1[C:10]1[CH2:15][CH2:14][CH2:13][CH:12]([N:21]2[C:17](=[O:27])[C:18]3[C:19](=[CH:23][CH:24]=[CH:25][CH:26]=3)[C:20]2=[O:22])[CH:11]=1)([O-:3])=[O:2]. (3) Given the reactants [CH3:1][C:2]([CH3:46])([CH3:45])[CH2:3][O:4][C:5](=[O:44])[N:6]=[C:7]([NH2:43])[C:8]1[CH:13]=[CH:12][C:11]([NH:14][CH:15]([C:29]2[N:33]=[C:32]([O:34][CH2:35]Cl)[N:31]([C:37]3[N:42]=[CH:41][CH:40]=[CH:39][N:38]=3)[N:30]=2)[C:16]2[CH:21]=[C:20]([O:22][CH3:23])[CH:19]=[C:18]([O:24][CH2:25][CH2:26][OH:27])[C:17]=2[F:28])=[CH:10][CH:9]=1.C(=O)([O-])O.[K+].[I-].[Na+].[CH:54]([O:57][C:58](=[O:65])[C:59]([CH3:64])([CH3:63])[C:60]([OH:62])=[O:61])([CH3:56])[CH3:55], predict the reaction product. The product is: [CH:54]([O:57][C:58](=[O:65])[C:59]([CH3:63])([CH3:64])[C:60]([O:62][CH2:35][O:34][C:32]1[N:31]([C:37]2[N:42]=[CH:41][CH:40]=[CH:39][N:38]=2)[N:30]=[C:29]([C@H:15]([NH:14][C:11]2[CH:12]=[CH:13][C:8]([C:7]([NH2:43])=[N:6][C:5]([O:4][CH2:3][C:2]([CH3:46])([CH3:45])[CH3:1])=[O:44])=[CH:9][CH:10]=2)[C:16]2[CH:21]=[C:20]([O:22][CH3:23])[CH:19]=[C:18]([O:24][CH2:25][CH2:26][OH:27])[C:17]=2[F:28])[N:33]=1)=[O:61])([CH3:56])[CH3:55]. (4) Given the reactants [CH3:1][CH:2]([CH3:12])[CH2:3][CH:4]([C:6]1[CH:11]=[CH:10][CH:9]=[CH:8][N:7]=1)[NH2:5], predict the reaction product. The product is: [CH3:1][CH:2]([CH3:12])[CH2:3][C@@H:4]([C:6]1[CH:11]=[CH:10][CH:9]=[CH:8][N:7]=1)[NH2:5]. (5) Given the reactants [CH2:1](O)[CH:2]([CH2:4][CH2:5][CH2:6][C@H:7]([C@@H:9]1[C@:26]2([CH3:27])[C@H:12]([C@H:13]3[C@H:23]([CH2:24][CH2:25]2)[C@:21]2([CH3:22])[CH:16]([CH2:17]CC[CH2:20]2)[CH2:15][CH2:14]3)[CH2:11][CH2:10]1)[CH3:8])[CH3:3].[OH-].[K+].[C:31](#[N:34])[CH:32]=[CH2:33].C1[O:52][CH2:51][CH2:50]OCCOCCOCCOCCOC1, predict the reaction product. The product is: [CH3:3][CH:2]([CH2:4][CH2:5][CH2:6][C@H:7]([C@@H:9]1[C@:26]2([CH3:27])[C@H:12]([C@H:13]3[C@H:23]([CH2:24][CH2:25]2)[C@:21]2([CH3:22])[CH:16]([CH2:17][CH:51]([O:52][CH2:33][CH2:32][C:31]#[N:34])[CH2:50][CH2:20]2)[CH2:15][CH2:14]3)[CH2:11][CH2:10]1)[CH3:8])[CH3:1]. (6) Given the reactants Cl[CH2:2][C:3]([NH:5][C:6]1[CH:7]=[N:8][C:9]([O:12][C:13]2[CH:14]=[C:15]3[C:20](=[CH:21][CH:22]=2)[O:19][CH:18]([C:23]2[CH:28]=[CH:27][CH:26]=[CH:25][CH:24]=2)[CH2:17][CH2:16]3)=[CH:10][CH:11]=1)=[O:4].C(=O)([O-])[O-].[K+].[K+].[NH:35]1[CH2:40][CH2:39][O:38][CH2:37][CH2:36]1.O, predict the reaction product. The product is: [N:35]1([CH2:2][C:3]([NH:5][C:6]2[CH:7]=[N:8][C:9]([O:12][C:13]3[CH:14]=[C:15]4[C:20](=[CH:21][CH:22]=3)[O:19][CH:18]([C:23]3[CH:28]=[CH:27][CH:26]=[CH:25][CH:24]=3)[CH2:17][CH2:16]4)=[CH:10][CH:11]=2)=[O:4])[CH2:40][CH2:39][O:38][CH2:37][CH2:36]1.